This data is from Catalyst prediction with 721,799 reactions and 888 catalyst types from USPTO. The task is: Predict which catalyst facilitates the given reaction. (1) Product: [Br:1][C:2]1[CH:18]=[CH:17][CH:16]=[CH:15][C:3]=1[CH2:4][S:5]([N:8]1[CH2:13][CH2:12][CH:11]([NH:14][C:27](=[O:29])[CH3:28])[CH2:10][CH2:9]1)(=[O:6])=[O:7]. Reactant: [Br:1][C:2]1[CH:18]=[CH:17][CH:16]=[CH:15][C:3]=1[CH2:4][S:5]([N:8]1[CH2:13][CH2:12][CH:11]([NH2:14])[CH2:10][CH2:9]1)(=[O:7])=[O:6].Cl.CCN(CC)CC.[C:27](Cl)(=[O:29])[CH3:28]. The catalyst class is: 2. (2) Reactant: [Cl:1][C:2]1[C:7]([C:8]2[O:9][C:10]3[CH:16]=[CH:15][CH:14]=[CH:13][C:11]=3[N:12]=2)=[CH:6][C:5]([N+:17]([O-:19])=[O:18])=[C:4](F)[CH:3]=1.[NH2:21][CH:22]1[CH2:27][CH2:26][O:25][CH2:24][CH2:23]1.O. Product: [Cl:1][C:2]1[C:7]([C:8]2[O:9][C:10]3[CH:16]=[CH:15][CH:14]=[CH:13][C:11]=3[N:12]=2)=[CH:6][C:5]([N+:17]([O-:19])=[O:18])=[C:4]([NH:21][CH:22]2[CH2:27][CH2:26][O:25][CH2:24][CH2:23]2)[CH:3]=1. The catalyst class is: 10. (3) Reactant: [C:1]([C:5]1[CH:6]=[C:7]([CH:18]=[C:19]([C:22]([CH3:25])([CH3:24])[CH3:23])[C:20]=1[OH:21])[C:8]([NH:10][C:11]1([C:14]([O:16]C)=[O:15])[CH2:13][CH2:12]1)=[O:9])([CH3:4])([CH3:3])[CH3:2].O[Li].O.O. Product: [C:22]([C:19]1[CH:18]=[C:7]([CH:6]=[C:5]([C:1]([CH3:4])([CH3:3])[CH3:2])[C:20]=1[OH:21])[C:8]([NH:10][C:11]1([C:14]([OH:16])=[O:15])[CH2:12][CH2:13]1)=[O:9])([CH3:25])([CH3:24])[CH3:23]. The catalyst class is: 1. (4) Reactant: [F:1][C:2]1[CH:8]=[CH:7][CH:6]=[CH:5][C:3]=1[NH2:4].[C:9](OC(=O)C)(=[O:11])[CH3:10].C(N(CC)CC)C. Product: [F:1][C:2]1[CH:8]=[CH:7][CH:6]=[CH:5][C:3]=1[NH:4][C:9](=[O:11])[CH3:10]. The catalyst class is: 2.